From a dataset of Reaction yield outcomes from USPTO patents with 853,638 reactions. Predict the reaction yield, written as a fraction of the theoretical maximum amount of product (1.0 means a 100% yield; for example, 0.34 means a 34% yield). (1) The reactants are [CH2:1]([N:8]1[CH2:13][CH2:12][CH:11]([C:14]([OH:16])=O)[CH2:10][CH2:9]1)[C:2]1[CH:7]=[CH:6][CH:5]=[CH:4][CH:3]=1.[C:17]([C:21]1[N:26]=[C:25]([N:27]2[CH2:32][CH2:31][N:30]([CH2:33][CH2:34][CH2:35][CH2:36][NH2:37])[CH2:29][CH2:28]2)[CH:24]=[C:23]([C:38]([F:41])([F:40])[F:39])[N:22]=1)([CH3:20])([CH3:19])[CH3:18]. The catalyst is C(Cl)(Cl)Cl.CO. The product is [CH2:1]([N:8]1[CH2:9][CH2:10][CH:11]([C:14]([NH:37][CH2:36][CH2:35][CH2:34][CH2:33][N:30]2[CH2:31][CH2:32][N:27]([C:25]3[CH:24]=[C:23]([C:38]([F:41])([F:40])[F:39])[N:22]=[C:21]([C:17]([CH3:20])([CH3:19])[CH3:18])[N:26]=3)[CH2:28][CH2:29]2)=[O:16])[CH2:12][CH2:13]1)[C:2]1[CH:3]=[CH:4][CH:5]=[CH:6][CH:7]=1. The yield is 0.410. (2) The reactants are [C:1]([O:5][C:6]([N:8]1[C:13]2[CH:14]=[C:15]([Cl:20])[C:16]([O:18][CH3:19])=[CH:17][C:12]=2[O:11][CH:10]([C:21](O)=[O:22])[CH2:9]1)=[O:7])([CH3:4])([CH3:3])[CH3:2].CCN=C=NCCCN(C)C.C1C=CC2N(O)N=NC=2C=1.CCN(C(C)C)C(C)C.[F:54][C:55]1[CH:73]=[CH:72][C:58]([CH2:59][C:60]2([CH2:66][N:67]3[CH:71]=[CH:70][N:69]=[CH:68]3)[CH2:65][CH2:64][NH:63][CH2:62][CH2:61]2)=[CH:57][CH:56]=1. The catalyst is CN(C=O)C. The product is [C:1]([O:5][C:6]([N:8]1[C:13]2[CH:14]=[C:15]([Cl:20])[C:16]([O:18][CH3:19])=[CH:17][C:12]=2[O:11][CH:10]([C:21]([N:63]2[CH2:64][CH2:65][C:60]([CH2:59][C:58]3[CH:57]=[CH:56][C:55]([F:54])=[CH:73][CH:72]=3)([CH2:66][N:67]3[CH:71]=[CH:70][N:69]=[CH:68]3)[CH2:61][CH2:62]2)=[O:22])[CH2:9]1)=[O:7])([CH3:4])([CH3:2])[CH3:3]. The yield is 0.690. (3) The reactants are C1(OP(Cl)(OC2C=CC=CC=2)=O)C=CC=CC=1.[O:18]1[C:22]2[CH:23]=[CH:24][CH:25]=[CH:26][C:21]=2[CH:20]=[C:19]1[C:27]([OH:29])=O.C(N(CC)CC)C.[NH2:37][C@H:38]1[CH:43]2[CH2:44][CH2:45][N:40]([CH2:41][CH2:42]2)[C@@H:39]1[CH2:46][C:47]1[CH:48]=[N:49][CH:50]=[CH:51][CH:52]=1.C1(C)C=CC(C([C@@](C(O)=O)(O)[C@@](C(C2C=CC(C)=CC=2)=O)(O)C(O)=O)=O)=CC=1.[OH-].[Na+]. The catalyst is ClCCl. The product is [N:49]1[CH:50]=[CH:51][CH:52]=[C:47]([CH2:46][CH:39]2[CH:38]([NH:37][C:27]([C:19]3[O:18][C:22]4[CH:23]=[CH:24][CH:25]=[CH:26][C:21]=4[CH:20]=3)=[O:29])[CH:43]3[CH2:42][CH2:41][N:40]2[CH2:45][CH2:44]3)[CH:48]=1. The yield is 0.500. (4) The reactants are [CH3:1][O:2][C:3]1[C:11]([CH:12]=[O:13])=[CH:10][CH:9]=[C:8]2[C:4]=1[CH2:5][CH2:6][CH2:7]2.S(=O)(=O)([OH:16])N.Cl([O-])=O.[Na+]. The catalyst is ClCCl.O. The product is [CH3:1][O:2][C:3]1[C:11]([C:12]([OH:16])=[O:13])=[CH:10][CH:9]=[C:8]2[C:4]=1[CH2:5][CH2:6][CH2:7]2. The yield is 0.960. (5) The reactants are O[Li].O.C[O:5][C:6]([C:8]1[CH:12]=[C:11]([C:13]2[CH:18]=[CH:17][CH:16]=[CH:15][CH:14]=2)[O:10][N:9]=1)=[O:7].C1COCC1.O. The catalyst is CO. The product is [C:13]1([C:11]2[O:10][N:9]=[C:8]([C:6]([OH:7])=[O:5])[CH:12]=2)[CH:14]=[CH:15][CH:16]=[CH:17][CH:18]=1. The yield is 0.846. (6) The reactants are [ClH:1].[CH3:2][O:3][C:4]([C:6]1([NH2:12])[CH2:11][CH2:10][CH2:9][CH2:8][CH2:7]1)=[O:5].O.ON1[C:19]2[CH:20]=[CH:21][CH:22]=[CH:23][C:18]=2N=N1.[ClH:24].CN(C)[CH2:27][CH2:28][CH2:29][N:30]=[C:31]=[N:32][CH2:33][CH3:34].[C:36](=[O:39])([O-])O.[Na+]. The catalyst is ClCCl.C(N(CC)CC)C. The product is [Cl:1][C:18]1[CH:23]=[CH:22][CH:21]=[CH:20][C:19]=1[C:34]1[CH:33]=[N:32][C:31]2[N:30]([N:12]=[CH:6][C:4]=2[C:36](=[O:39])[NH:12][C:6]2([C:4]([O:3][CH3:2])=[O:5])[CH2:7][CH2:8][CH2:9][CH2:10][CH2:11]2)[C:29]=1[C:28]1[CH:27]=[CH:10][C:9]([Cl:24])=[CH:8][CH:7]=1. The yield is 0.930. (7) The reactants are [CH3:1][C:2]([CH3:17])([CH3:16])[C:3]#[C:4][C:5]1[CH:10]=[C:9]([N+:11]([O-:13])=[O:12])[CH:8]=[C:7]([F:14])[C:6]=1[NH2:15].N1C=CC=CC=1.[C:24](Cl)(=[O:28])[CH2:25][CH2:26][CH3:27]. The catalyst is C(Cl)Cl. The product is [CH3:1][C:2]([CH3:17])([CH3:16])[C:3]#[C:4][C:5]1[CH:10]=[C:9]([N+:11]([O-:13])=[O:12])[CH:8]=[C:7]([F:14])[C:6]=1[NH:15][C:24](=[O:28])[CH2:25][CH2:26][CH3:27]. The yield is 0.620. (8) The reactants are [NH2:1][C:2]1[C:3]([C:7]2[N:8]([CH2:32][CH3:33])[C:9]3[C:14]([C:15]4[CH:16]=[C:17]([CH:20]=[CH:21][CH:22]=4)[CH:18]=O)=[C:13]([O:23][C:24]4[CH:29]=[CH:28][C:27]([F:30])=[CH:26][CH:25]=4)[N:12]=[CH:11][C:10]=3[N:31]=2)=[N:4][O:5][N:6]=1.[CH2:34]([NH2:36])[CH3:35].[BH-](OC(C)=O)(OC(C)=O)OC(C)=O.[Na+]. The catalyst is CO. The product is [CH2:32]([N:8]1[C:9]2[C:14]([C:15]3[CH:22]=[CH:21][CH:20]=[C:17]([CH2:18][NH:36][CH2:34][CH3:35])[CH:16]=3)=[C:13]([O:23][C:24]3[CH:29]=[CH:28][C:27]([F:30])=[CH:26][CH:25]=3)[N:12]=[CH:11][C:10]=2[N:31]=[C:7]1[C:3]1[C:2]([NH2:1])=[N:6][O:5][N:4]=1)[CH3:33]. The yield is 0.670. (9) The reactants are C(=O)([O-])[O-].[K+].[K+].[CH3:7][O:8][C:9]1[CH:10]=[C:11]([NH:21][C:22]([NH2:24])=[NH:23])[CH:12]=[CH:13][C:14]=1[N:15]1[CH:19]=[C:18]([CH3:20])[N:17]=[CH:16]1.[F:25][CH2:26][CH:27]([O:30][CH2:31][C:32]([CH:34]1[C:39](=O)[CH2:38][CH2:37][O:36][CH2:35]1)=O)[CH2:28][F:29]. The catalyst is CN(C=O)C. The product is [F:25][CH2:26][CH:27]([O:30][CH2:31][C:32]1[C:34]2[CH2:35][O:36][CH2:37][CH2:38][C:39]=2[N:23]=[C:22]([NH:21][C:11]2[CH:12]=[CH:13][C:14]([N:15]3[CH:19]=[C:18]([CH3:20])[N:17]=[CH:16]3)=[C:9]([O:8][CH3:7])[CH:10]=2)[N:24]=1)[CH2:28][F:29]. The yield is 0.670. (10) The reactants are Br[C:2]1[CH:7]=[CH:6][C:5]2[C:8]3[CH2:9][N:10]([C:15]([O:17][C:18]([CH3:21])([CH3:20])[CH3:19])=[O:16])[CH2:11][CH2:12][C:13]=3[O:14][C:4]=2[CH:3]=1.[Cl:22][C:23]1[CH:37]=[CH:36][C:26]([CH2:27][CH2:28][N:29]2[CH2:34][CH2:33][NH:32][C:31](=[O:35])[CH2:30]2)=[CH:25][CH:24]=1. No catalyst specified. The product is [Cl:22][C:23]1[CH:24]=[CH:25][C:26]([CH2:27][CH2:28][N:29]2[CH2:34][CH2:33][N:32]([C:2]3[CH:7]=[CH:6][C:5]4[C:8]5[CH2:9][N:10]([C:15]([O:17][C:18]([CH3:21])([CH3:20])[CH3:19])=[O:16])[CH2:11][CH2:12][C:13]=5[O:14][C:4]=4[CH:3]=3)[C:31](=[O:35])[CH2:30]2)=[CH:36][CH:37]=1. The yield is 0.540.